From a dataset of Full USPTO retrosynthesis dataset with 1.9M reactions from patents (1976-2016). Predict the reactants needed to synthesize the given product. Given the product [NH2:23][C:22]1[N:24]=[CH:4][C:5]2[C:10](=[O:11])[CH2:9][CH:8]([C:12]3[CH:17]=[CH:16][C:15]([CH3:18])=[CH:14][CH:13]=3)[CH2:7][C:6]=2[N:21]=1, predict the reactants needed to synthesize it. The reactants are: CN([CH:4]=[C:5]1[C:10](=[O:11])[CH2:9][CH:8]([C:12]2[CH:17]=[CH:16][C:15]([CH3:18])=[CH:14][CH:13]=2)[CH2:7][C:6]1=O)C.Cl.[NH2:21][C:22]([NH2:24])=[NH:23].C(=O)([O-])[O-].[Na+].[Na+].NC1N=CC2C(=O)CC(C3C=CC(Cl)=CC=3)CC=2N=1.